From a dataset of Forward reaction prediction with 1.9M reactions from USPTO patents (1976-2016). Predict the product of the given reaction. (1) The product is: [Br:1][C:2]1[CH:7]=[CH:6][C:5]([C:8](=[C:21]2[CH2:22][C:23]([CH3:26])([CH3:25])[CH2:24][C:19]([CH3:28])([CH3:18])[CH2:20]2)[C:10]2[CH:15]=[CH:14][C:13]([OH:16])=[C:12]([F:17])[CH:11]=2)=[CH:4][CH:3]=1. Given the reactants [Br:1][C:2]1[CH:7]=[CH:6][C:5]([C:8]([C:10]2[CH:15]=[CH:14][C:13]([OH:16])=[C:12]([F:17])[CH:11]=2)=O)=[CH:4][CH:3]=1.[CH3:18][C:19]1([CH3:28])[CH2:24][C:23]([CH3:26])([CH3:25])[CH2:22][C:21](=O)[CH2:20]1.C([O-])([O-])=O.[K+].[K+], predict the reaction product. (2) Given the reactants [C:1]([C:3]1[O:4][C:5]2[C:11]([O:12][CH3:13])=[CH:10][CH:9]=[CH:8][C:6]=2[CH:7]=1)#N.CC(C[AlH]CC(C)C)C.C[OH:24].Cl, predict the reaction product. The product is: [CH3:13][O:12][C:11]1[C:5]2[O:4][C:3]([CH:1]=[O:24])=[CH:7][C:6]=2[CH:8]=[CH:9][CH:10]=1. (3) Given the reactants [C:1]([O-:5])(=[O:4])[CH:2]=[CH2:3].[CH2:6]([NH2:10])[CH2:7][CH2:8][CH3:9].C(C1C=CC(P([O-])([O-])[O-])=C(CCCCCCCCC)C=1CCCCCCCCC)CCCCCCCC, predict the reaction product. The product is: [C:1]([O-:5])(=[O:4])[CH:2]=[CH2:3].[CH2:6]([NH2:10])[CH2:7][CH2:8][CH3:9]. (4) Given the reactants Cl.O.[NH:3]1[CH2:8][CH2:7][C:6](=[O:9])[CH2:5][CH2:4]1.[C:10](O[C:10]([O:12][C:13]([CH3:16])([CH3:15])[CH3:14])=[O:11])([O:12][C:13]([CH3:16])([CH3:15])[CH3:14])=[O:11], predict the reaction product. The product is: [C:13]([O:12][C:10]([N:3]1[CH2:8][CH2:7][C:6](=[O:9])[CH2:5][CH2:4]1)=[O:11])([CH3:16])([CH3:15])[CH3:14]. (5) The product is: [Cl:1][CH2:2][CH:3]1[O:19][C:25](=[O:26])[N:5]([C:6]2[CH:7]=[CH:8][C:9]([N:12]3[CH2:17][CH2:16][O:15][CH2:14][C:13]3=[O:18])=[CH:10][CH:11]=2)[CH2:4]1. Given the reactants [Cl:1][CH2:2][CH:3]([OH:19])[CH2:4][NH:5][C:6]1[CH:11]=[CH:10][C:9]([N:12]2[CH2:17][CH2:16][O:15][CH2:14][C:13]2=[O:18])=[CH:8][CH:7]=1.C1N=CN([C:25](N2C=NC=C2)=[O:26])C=1.C(O)C, predict the reaction product. (6) Given the reactants [Cl:1][C:2]1[CH:7]=[C:6]([O:8][CH3:9])[CH:5]=[CH:4][C:3]=1[C:10]1[N:15]=[CH:14][N:13]=[C:12]([NH:16][C@H:17]([CH:19]2[CH2:22][CH2:21][CH2:20]2)[CH3:18])[C:11]=1[NH2:23].[C:24](OCC)(=[O:28])[C:25]([CH3:27])=O, predict the reaction product. The product is: [Cl:1][C:2]1[CH:7]=[C:6]([O:8][CH3:9])[CH:5]=[CH:4][C:3]=1[C:10]1[C:11]2[N:23]=[C:25]([CH3:27])[C:24](=[O:28])[N:16]([C@H:17]([CH:19]3[CH2:20][CH2:21][CH2:22]3)[CH3:18])[C:12]=2[N:13]=[CH:14][N:15]=1. (7) Given the reactants [Si]([O:8][CH2:9][C:10]1[N:15]=[C:14]([CH3:16])[N:13]=[C:12]([C:17]([NH:19][CH2:20][C:21]2[CH:26]=[CH:25][C:24]([F:27])=[C:23]([O:28][CH3:29])[CH:22]=2)=[O:18])[CH:11]=1)(C(C)(C)C)(C)C.CCCC[N+](CCCC)(CCCC)CCCC.[F-], predict the reaction product. The product is: [F:27][C:24]1[CH:25]=[CH:26][C:21]([CH2:20][NH:19][C:17]([C:12]2[CH:11]=[C:10]([CH2:9][OH:8])[N:15]=[C:14]([CH3:16])[N:13]=2)=[O:18])=[CH:22][C:23]=1[O:28][CH3:29]. (8) Given the reactants [BH4-].[Na+].[C:3]([NH:6][C:7]1[CH:12]=[CH:11][C:10]([C:13](=[O:20])[CH2:14][C:15]([O:17][CH2:18][CH3:19])=[O:16])=[CH:9][CH:8]=1)(=[O:5])[CH3:4].OS([O-])(=O)=O.[K+], predict the reaction product. The product is: [C:3]([NH:6][C:7]1[CH:8]=[CH:9][C:10]([CH:13]([OH:20])[CH2:14][C:15]([O:17][CH2:18][CH3:19])=[O:16])=[CH:11][CH:12]=1)(=[O:5])[CH3:4]. (9) Given the reactants [CH3:1][C:2]([CH3:40])([CH3:39])[C:3]([O:5][CH2:6][N:7]1[C:15](=[O:16])[C:14]2[N:13]([C:17]3[CH:22]=[CH:21][CH:20]=[CH:19][C:18]=3[CH:23]=[CH2:24])[C:12]([N:25]3[CH2:30][CH2:29][N:28]([C:31]([O:33][C:34]([CH3:37])([CH3:36])[CH3:35])=[O:32])[CH2:27][CH2:26]3)=[N:11][C:10]=2[NH:9][C:8]1=[O:38])=[O:4].Br[CH2:42][C:43]([O:45][CH2:46][CH3:47])=[O:44].C(=O)([O-])[O-].[K+].[K+], predict the reaction product. The product is: [CH3:1][C:2]([CH3:40])([CH3:39])[C:3]([O:5][CH2:6][N:7]1[C:15](=[O:16])[C:14]2[N:13]([C:17]3[CH:22]=[CH:21][CH:20]=[CH:19][C:18]=3[CH:23]=[CH2:24])[C:12]([N:25]3[CH2:26][CH2:27][N:28]([C:31]([O:33][C:34]([CH3:37])([CH3:36])[CH3:35])=[O:32])[CH2:29][CH2:30]3)=[N:11][C:10]=2[N:9]([CH2:42][C:43]([O:45][CH2:46][CH3:47])=[O:44])[C:8]1=[O:38])=[O:4]. (10) Given the reactants Br[C:2]1[CH:7]=[C:6]([F:8])[CH:5]=[CH:4][C:3]=1[F:9].CCCCCC.C([Li])CCC.[Si:21]([O:38][CH2:39][CH2:40][CH2:41][CH2:42][CH2:43][CH2:44][CH:45]=[O:46])([C:34]([CH3:37])([CH3:36])[CH3:35])([C:28]1[CH:33]=[CH:32][CH:31]=[CH:30][CH:29]=1)[C:22]1[CH:27]=[CH:26][CH:25]=[CH:24][CH:23]=1, predict the reaction product. The product is: [Si:21]([O:38][CH2:39][CH2:40][CH2:41][CH2:42][CH2:43][CH2:44][CH:45]([C:2]1[CH:7]=[C:6]([F:8])[CH:5]=[CH:4][C:3]=1[F:9])[OH:46])([C:34]([CH3:36])([CH3:37])[CH3:35])([C:28]1[CH:29]=[CH:30][CH:31]=[CH:32][CH:33]=1)[C:22]1[CH:23]=[CH:24][CH:25]=[CH:26][CH:27]=1.